Dataset: NCI-60 drug combinations with 297,098 pairs across 59 cell lines. Task: Regression. Given two drug SMILES strings and cell line genomic features, predict the synergy score measuring deviation from expected non-interaction effect. (1) Drug 1: CC1=C2C(C(=O)C3(C(CC4C(C3C(C(C2(C)C)(CC1OC(=O)C(C(C5=CC=CC=C5)NC(=O)OC(C)(C)C)O)O)OC(=O)C6=CC=CC=C6)(CO4)OC(=O)C)OC)C)OC. Drug 2: CC=C1C(=O)NC(C(=O)OC2CC(=O)NC(C(=O)NC(CSSCCC=C2)C(=O)N1)C(C)C)C(C)C. Cell line: NCI-H522. Synergy scores: CSS=67.6, Synergy_ZIP=-1.41, Synergy_Bliss=-3.08, Synergy_Loewe=-2.43, Synergy_HSA=0.381. (2) Drug 1: C1CCC(C1)C(CC#N)N2C=C(C=N2)C3=C4C=CNC4=NC=N3. Drug 2: C(=O)(N)NO. Cell line: NCIH23. Synergy scores: CSS=11.1, Synergy_ZIP=-3.38, Synergy_Bliss=2.13, Synergy_Loewe=1.27, Synergy_HSA=2.71. (3) Drug 1: CC1=C(N=C(N=C1N)C(CC(=O)N)NCC(C(=O)N)N)C(=O)NC(C(C2=CN=CN2)OC3C(C(C(C(O3)CO)O)O)OC4C(C(C(C(O4)CO)O)OC(=O)N)O)C(=O)NC(C)C(C(C)C(=O)NC(C(C)O)C(=O)NCCC5=NC(=CS5)C6=NC(=CS6)C(=O)NCCC[S+](C)C)O. Drug 2: CN(CC1=CN=C2C(=N1)C(=NC(=N2)N)N)C3=CC=C(C=C3)C(=O)NC(CCC(=O)O)C(=O)O. Cell line: HCT116. Synergy scores: CSS=52.4, Synergy_ZIP=-6.59, Synergy_Bliss=-12.0, Synergy_Loewe=-11.3, Synergy_HSA=-10.1. (4) Drug 1: CC1C(C(CC(O1)OC2CC(CC3=C2C(=C4C(=C3O)C(=O)C5=C(C4=O)C(=CC=C5)OC)O)(C(=O)C)O)N)O.Cl. Drug 2: C1CN(P(=O)(OC1)NCCCl)CCCl. Cell line: 786-0. Synergy scores: CSS=21.8, Synergy_ZIP=-6.74, Synergy_Bliss=-1.32, Synergy_Loewe=-30.0, Synergy_HSA=-1.95. (5) Drug 1: C1=C(C(=O)NC(=O)N1)F. Drug 2: CCN(CC)CCCC(C)NC1=C2C=C(C=CC2=NC3=C1C=CC(=C3)Cl)OC. Cell line: HCT116. Synergy scores: CSS=60.8, Synergy_ZIP=-1.08, Synergy_Bliss=-2.83, Synergy_Loewe=-1.04, Synergy_HSA=0.958. (6) Drug 1: CC(C1=C(C=CC(=C1Cl)F)Cl)OC2=C(N=CC(=C2)C3=CN(N=C3)C4CCNCC4)N. Drug 2: C1CN1P(=S)(N2CC2)N3CC3. Cell line: NCI-H226. Synergy scores: CSS=12.5, Synergy_ZIP=-0.0347, Synergy_Bliss=4.72, Synergy_Loewe=4.06, Synergy_HSA=4.14. (7) Drug 1: CCCCCOC(=O)NC1=NC(=O)N(C=C1F)C2C(C(C(O2)C)O)O. Drug 2: C(CC(=O)O)C(=O)CN.Cl. Cell line: RXF 393. Synergy scores: CSS=-1.84, Synergy_ZIP=0.160, Synergy_Bliss=1.68, Synergy_Loewe=-3.67, Synergy_HSA=-2.33. (8) Drug 1: CC12CCC(CC1=CCC3C2CCC4(C3CC=C4C5=CN=CC=C5)C)O. Drug 2: CC(C1=C(C=CC(=C1Cl)F)Cl)OC2=C(N=CC(=C2)C3=CN(N=C3)C4CCNCC4)N. Cell line: SNB-19. Synergy scores: CSS=8.04, Synergy_ZIP=-0.994, Synergy_Bliss=0.983, Synergy_Loewe=-0.572, Synergy_HSA=0.936. (9) Drug 1: CCC1=CC2CC(C3=C(CN(C2)C1)C4=CC=CC=C4N3)(C5=C(C=C6C(=C5)C78CCN9C7C(C=CC9)(C(C(C8N6C)(C(=O)OC)O)OC(=O)C)CC)OC)C(=O)OC.C(C(C(=O)O)O)(C(=O)O)O. Drug 2: C(CC(=O)O)C(=O)CN.Cl. Cell line: LOX IMVI. Synergy scores: CSS=44.5, Synergy_ZIP=-7.83, Synergy_Bliss=-7.55, Synergy_Loewe=-6.14, Synergy_HSA=-3.59. (10) Drug 1: CC1CCC2CC(C(=CC=CC=CC(CC(C(=O)C(C(C(=CC(C(=O)CC(OC(=O)C3CCCCN3C(=O)C(=O)C1(O2)O)C(C)CC4CCC(C(C4)OC)OCCO)C)C)O)OC)C)C)C)OC. Drug 2: CCC1(C2=C(COC1=O)C(=O)N3CC4=CC5=C(C=CC(=C5CN(C)C)O)N=C4C3=C2)O.Cl. Cell line: NCI-H460. Synergy scores: CSS=14.3, Synergy_ZIP=0.522, Synergy_Bliss=0.316, Synergy_Loewe=-25.5, Synergy_HSA=-1.44.